This data is from Peptide-MHC class II binding affinity with 134,281 pairs from IEDB. The task is: Regression. Given a peptide amino acid sequence and an MHC pseudo amino acid sequence, predict their binding affinity value. This is MHC class II binding data. (1) The peptide sequence is CDASILIDPLSNQSA. The MHC is DRB1_1501 with pseudo-sequence DRB1_1501. The binding affinity (normalized) is 0.397. (2) The peptide sequence is NKICTSKGDSARVTV. The MHC is DRB1_0405 with pseudo-sequence DRB1_0405. The binding affinity (normalized) is 0.0283. (3) The peptide sequence is AFILDGDLLFPKV. The MHC is HLA-DQA10501-DQB10201 with pseudo-sequence HLA-DQA10501-DQB10201. The binding affinity (normalized) is 0.755. (4) The peptide sequence is ACQGVGGPSHKARVLAEA. The MHC is DRB1_1501 with pseudo-sequence DRB1_1501. The binding affinity (normalized) is 0.171. (5) The peptide sequence is HGGTWVSATLEQDKC. The MHC is HLA-DQA10501-DQB10302 with pseudo-sequence HLA-DQA10501-DQB10302. The binding affinity (normalized) is 0.411. (6) The peptide sequence is TLWQRPFVTIKIGGQLKEAL. The MHC is HLA-DQA10301-DQB10302 with pseudo-sequence HLA-DQA10301-DQB10302. The binding affinity (normalized) is 0.